This data is from NCI-60 drug combinations with 297,098 pairs across 59 cell lines. The task is: Regression. Given two drug SMILES strings and cell line genomic features, predict the synergy score measuring deviation from expected non-interaction effect. (1) Drug 1: CS(=O)(=O)C1=CC(=C(C=C1)C(=O)NC2=CC(=C(C=C2)Cl)C3=CC=CC=N3)Cl. Drug 2: CC1=C2C(C(=O)C3(C(CC4C(C3C(C(C2(C)C)(CC1OC(=O)C(C(C5=CC=CC=C5)NC(=O)OC(C)(C)C)O)O)OC(=O)C6=CC=CC=C6)(CO4)OC(=O)C)O)C)O. Cell line: TK-10. Synergy scores: CSS=39.4, Synergy_ZIP=14.3, Synergy_Bliss=15.4, Synergy_Loewe=-0.0221, Synergy_HSA=14.5. (2) Drug 1: CC1=C2C(C(=O)C3(C(CC4C(C3C(C(C2(C)C)(CC1OC(=O)C(C(C5=CC=CC=C5)NC(=O)C6=CC=CC=C6)O)O)OC(=O)C7=CC=CC=C7)(CO4)OC(=O)C)O)C)OC(=O)C. Drug 2: CC(C)NC(=O)C1=CC=C(C=C1)CNNC.Cl. Cell line: OVCAR-4. Synergy scores: CSS=26.7, Synergy_ZIP=3.37, Synergy_Bliss=4.37, Synergy_Loewe=-19.9, Synergy_HSA=3.52. (3) Drug 1: COC1=NC(=NC2=C1N=CN2C3C(C(C(O3)CO)O)O)N. Drug 2: C(CN)CNCCSP(=O)(O)O. Cell line: UACC62. Synergy scores: CSS=-1.33, Synergy_ZIP=1.15, Synergy_Bliss=2.73, Synergy_Loewe=-0.916, Synergy_HSA=-0.828. (4) Drug 2: CS(=O)(=O)C1=CC(=C(C=C1)C(=O)NC2=CC(=C(C=C2)Cl)C3=CC=CC=N3)Cl. Cell line: MDA-MB-231. Drug 1: C1CCC(C1)C(CC#N)N2C=C(C=N2)C3=C4C=CNC4=NC=N3. Synergy scores: CSS=20.4, Synergy_ZIP=-1.53, Synergy_Bliss=4.06, Synergy_Loewe=4.26, Synergy_HSA=4.07. (5) Drug 1: CC1C(C(CC(O1)OC2CC(OC(C2O)C)OC3=CC4=CC5=C(C(=O)C(C(C5)C(C(=O)C(C(C)O)O)OC)OC6CC(C(C(O6)C)O)OC7CC(C(C(O7)C)O)OC8CC(C(C(O8)C)O)(C)O)C(=C4C(=C3C)O)O)O)O. Drug 2: CCC1(CC2CC(C3=C(CCN(C2)C1)C4=CC=CC=C4N3)(C5=C(C=C6C(=C5)C78CCN9C7C(C=CC9)(C(C(C8N6C)(C(=O)OC)O)OC(=O)C)CC)OC)C(=O)OC)O.OS(=O)(=O)O. Cell line: MDA-MB-435. Synergy scores: CSS=81.8, Synergy_ZIP=8.26, Synergy_Bliss=12.2, Synergy_Loewe=7.71, Synergy_HSA=10.1. (6) Drug 1: CCC1(CC2CC(C3=C(CCN(C2)C1)C4=CC=CC=C4N3)(C5=C(C=C6C(=C5)C78CCN9C7C(C=CC9)(C(C(C8N6C=O)(C(=O)OC)O)OC(=O)C)CC)OC)C(=O)OC)O.OS(=O)(=O)O. Drug 2: C#CCC(CC1=CN=C2C(=N1)C(=NC(=N2)N)N)C3=CC=C(C=C3)C(=O)NC(CCC(=O)O)C(=O)O. Cell line: UACC-257. Synergy scores: CSS=57.4, Synergy_ZIP=0.396, Synergy_Bliss=-3.42, Synergy_Loewe=-7.19, Synergy_HSA=-2.38. (7) Drug 1: C1C(C(OC1N2C=C(C(=O)NC2=O)F)CO)O. Drug 2: CC1C(C(CC(O1)OC2CC(CC3=C2C(=C4C(=C3O)C(=O)C5=CC=CC=C5C4=O)O)(C(=O)C)O)N)O. Cell line: SW-620. Synergy scores: CSS=38.3, Synergy_ZIP=-8.16, Synergy_Bliss=-10.2, Synergy_Loewe=-4.33, Synergy_HSA=-1.56.